Dataset: Forward reaction prediction with 1.9M reactions from USPTO patents (1976-2016). Task: Predict the product of the given reaction. (1) Given the reactants [OH:1][CH2:2][CH2:3][CH2:4][CH2:5][CH2:6][CH2:7][CH2:8][CH2:9][O:10][C:11]1[CH:16]=[CH:15][C:14](/[C:17](=[CH:20]/[C:21]2[CH:26]=[CH:25][C:24]([C:27]([F:30])([F:29])[F:28])=[CH:23][CH:22]=2)/[C:18]#[N:19])=[CH:13][CH:12]=1.C(N(CC)CC)C.[C:38](O[C:38](=[O:42])[C:39]([CH3:41])=[CH2:40])(=[O:42])[C:39]([CH3:41])=[CH2:40].O, predict the reaction product. The product is: [CH3:41][C:39](=[CH2:40])[C:38]([O:1][CH2:2][CH2:3][CH2:4][CH2:5][CH2:6][CH2:7][CH2:8][CH2:9][O:10][C:11]1[CH:16]=[CH:15][C:14](/[C:17](/[C:18]#[N:19])=[CH:20]/[C:21]2[CH:26]=[CH:25][C:24]([C:27]([F:28])([F:29])[F:30])=[CH:23][CH:22]=2)=[CH:13][CH:12]=1)=[O:42]. (2) Given the reactants [Br:1][C:2]1[CH:7]=[CH:6][C:5]([CH2:8][S:9]([NH:12][CH2:13][C:14]2[CH:19]=[CH:18][C:17]([O:20][CH3:21])=[CH:16][C:15]=2[O:22][CH3:23])(=[O:11])=[O:10])=[CH:4][CH:3]=1.C[Li].[CH3:26][C:27]([CH3:29])=[O:28].FC(F)(F)C(O)=O, predict the reaction product. The product is: [CH3:23][O:22][C:15]1[CH:16]=[C:17]([O:20][CH3:21])[CH:18]=[CH:19][C:14]=1[CH2:13][NH:12][S:9]([CH:8]([C:5]1[CH:4]=[CH:3][C:2]([Br:1])=[CH:7][CH:6]=1)[C:27]([OH:28])([CH3:29])[CH3:26])(=[O:10])=[O:11]. (3) Given the reactants [CH2:1]([O:8][C:9](=[O:34])[NH:10][CH2:11][CH2:12][C:13]1[C:17]([CH2:18][CH:19]2OCCO2)=[C:16]([C:24]2[CH:29]=[CH:28][C:27]([F:30])=[CH:26][CH:25]=2)[N:15]([CH:31]([CH3:33])[CH3:32])[N:14]=1)[C:2]1[CH:7]=[CH:6][CH:5]=[CH:4][CH:3]=1, predict the reaction product. The product is: [CH2:1]([O:8][C:9]([N:10]1[CH2:11][CH2:12][C:13]2[C:17](=[C:16]([C:24]3[CH:29]=[CH:28][C:27]([F:30])=[CH:26][CH:25]=3)[N:15]([CH:31]([CH3:32])[CH3:33])[N:14]=2)[CH:18]=[CH:19]1)=[O:34])[C:2]1[CH:3]=[CH:4][CH:5]=[CH:6][CH:7]=1.